This data is from Full USPTO retrosynthesis dataset with 1.9M reactions from patents (1976-2016). The task is: Predict the reactants needed to synthesize the given product. (1) The reactants are: [CH2:1]1[C:9]2[C:4]3=[C:5]([CH:10]=[CH:11][N:3]3[CH2:2]1)[CH:6]=[CH:7][CH:8]=2.C(Cl)(=O)C(Cl)=[O:14].CO.[C:20]([O:23][CH2:24]C)(=[O:22])[CH3:21]. Given the product [CH3:24][O:23][C:20](=[O:22])[C:21]([C:1]1[C:9]2[C:4]3=[C:5]([CH2:10][CH2:11][N:3]3[CH:2]=1)[CH:6]=[CH:7][CH:8]=2)=[O:14], predict the reactants needed to synthesize it. (2) Given the product [CH3:19][C:17]1[O:18][C:14]2[CH:13]=[C:12]([O:11][C:2]3[CH:7]=[CH:6][N:5]=[C:4]4[CH:8]=[CH:9][S:10][C:3]=34)[CH:25]=[CH:24][C:15]=2[C:16]=1[C:20]([O:22][CH3:23])=[O:21], predict the reactants needed to synthesize it. The reactants are: Cl[C:2]1[CH:7]=[CH:6][N:5]=[C:4]2[CH:8]=[CH:9][S:10][C:3]=12.[OH:11][C:12]1[CH:25]=[CH:24][C:15]2[C:16]([C:20]([O:22][CH3:23])=[O:21])=[C:17]([CH3:19])[O:18][C:14]=2[CH:13]=1.C([O-])([O-])=O.[Cs+].[Cs+]. (3) Given the product [I:17][C:3]1[C:4]2[C:9](=[CH:8][C:7]([C:10]#[N:11])=[CH:6][CH:5]=2)[NH:1][N:2]=1, predict the reactants needed to synthesize it. The reactants are: [NH:1]1[C:9]2[C:4](=[CH:5][CH:6]=[C:7]([C:10]#[N:11])[CH:8]=2)[CH:3]=[N:2]1.CN(C)C=O.[I:17]I.[OH-].[K+].